Task: Predict the product of the given reaction.. Dataset: Forward reaction prediction with 1.9M reactions from USPTO patents (1976-2016) Given the reactants [CH:1]([N:4]1[CH:8]=[C:7]([C:9]2[C:13]3[C:14]([O:18][CH3:19])=[N:15][CH:16]=[CH:17][C:12]=3[N:11]([C:20]([C:33]3[CH:38]=[CH:37][CH:36]=[CH:35][CH:34]=3)([C:27]3[CH:32]=[CH:31][CH:30]=[CH:29][CH:28]=3)[C:21]3[CH:26]=[CH:25][CH:24]=[CH:23][CH:22]=3)[N:10]=2)[CH:6]=[C:5]1[C:39]([OH:41])=[O:40])([CH3:3])[CH3:2].I[CH:43]([CH3:45])[CH3:44].C([O-])([O-])=O.[Cs+].[Cs+].C(OCC)(=O)C, predict the reaction product. The product is: [CH:1]([N:4]1[CH:8]=[C:7]([C:9]2[C:13]3[C:14]([O:18][CH3:19])=[N:15][CH:16]=[CH:17][C:12]=3[N:11]([C:20]([C:27]3[CH:28]=[CH:29][CH:30]=[CH:31][CH:32]=3)([C:21]3[CH:26]=[CH:25][CH:24]=[CH:23][CH:22]=3)[C:33]3[CH:34]=[CH:35][CH:36]=[CH:37][CH:38]=3)[N:10]=2)[CH:6]=[C:5]1[C:39]([O:41][CH:43]([CH3:45])[CH3:44])=[O:40])([CH3:3])[CH3:2].